The task is: Regression/Classification. Given a drug SMILES string, predict its toxicity properties. Task type varies by dataset: regression for continuous values (e.g., LD50, hERG inhibition percentage) or binary classification for toxic/non-toxic outcomes (e.g., AMES mutagenicity, cardiotoxicity, hepatotoxicity). Dataset: ld50_zhu.. This data is from Acute oral toxicity (LD50) regression data from Zhu et al.. (1) The drug is CCOC(=O)C1CCc2cc(C3CCCCC3)ccc21. The rat oral LD50 is 2.87, given as -log10 of the dose in mol/kg body weight (higher means more acutely toxic). (2) The molecule is COc1c2ccoc2cc2oc(C)cc(=O)c12. The rat oral LD50 is 2.44, given as -log10 of the dose in mol/kg body weight (higher means more acutely toxic).